From a dataset of Reaction yield outcomes from USPTO patents with 853,638 reactions. Predict the reaction yield, written as a fraction of the theoretical maximum amount of product (1.0 means a 100% yield; for example, 0.34 means a 34% yield). (1) The product is [CH3:45][O:44][CH2:43][CH2:42][CH2:41][O:40][C:33]1[CH:34]=[C:35]([CH:38]=[CH:39][C:32]=1[O:31][CH3:30])[CH2:36][C@H:15]([CH:16]([CH3:17])[CH3:18])[C:14]([N:9]1[C@H:8]([CH2:1][C:2]2[CH:3]=[CH:4][CH:5]=[CH:6][CH:7]=2)[CH2:12][O:11][C:10]1=[O:13])=[O:19]. The yield is 0.840. The reactants are [CH2:1]([C@@H:8]1[CH2:12][O:11][C:10](=[O:13])[N:9]1[C:14](=[O:19])[CH2:15][CH:16]([CH3:18])[CH3:17])[C:2]1[CH:7]=[CH:6][CH:5]=[CH:4][CH:3]=1.[Li+].C[Si]([N-][Si](C)(C)C)(C)C.[CH3:30][O:31][C:32]1[CH:39]=[CH:38][C:35]([CH2:36]Br)=[CH:34][C:33]=1[O:40][CH2:41][CH2:42][CH2:43][O:44][CH3:45]. The catalyst is C1COCC1. (2) The reactants are [CH:1]1([C:7]2[S:8][CH:9]=[C:10]([C:12]3[CH:17]=[CH:16][C:15]([N+:18]([O-])=O)=[CH:14][CH:13]=3)[N:11]=2)[CH2:6][CH2:5][CH2:4][CH2:3][CH2:2]1. The catalyst is [Pd].CO. The product is [CH:1]1([C:7]2[S:8][CH:9]=[C:10]([C:12]3[CH:17]=[CH:16][C:15]([NH2:18])=[CH:14][CH:13]=3)[N:11]=2)[CH2:2][CH2:3][CH2:4][CH2:5][CH2:6]1. The yield is 0.990. (3) The reactants are Br[C:2](=[CH:5]OC(C)C)[CH:3]=[O:4].[S:10]1[CH2:14][C:13](=[NH:15])[NH:12][CH2:11]1.C(N(CC)CC)C. The catalyst is C(#N)C. The product is [N:15]1[C:2]([CH:3]=[O:4])=[CH:5][N:12]2[C:13]=1[CH2:14][S:10][CH2:11]2. The yield is 0.150.